From a dataset of Reaction yield outcomes from USPTO patents with 853,638 reactions. Predict the reaction yield, written as a fraction of the theoretical maximum amount of product (1.0 means a 100% yield; for example, 0.34 means a 34% yield). (1) The reactants are [Cl:1][C:2]1[N:11]=[C:10](Cl)[C:9]2[C:4](=[CH:5][CH:6]=[CH:7][CH:8]=2)[N:3]=1.[N:13]1([CH2:19][CH2:20][NH2:21])[CH2:18][CH2:17][O:16][CH2:15][CH2:14]1. The catalyst is C(OCC)C. The product is [Cl:1][C:2]1[N:11]=[C:10]([NH:21][CH2:20][CH2:19][N:13]2[CH2:18][CH2:17][O:16][CH2:15][CH2:14]2)[C:9]2[C:4](=[CH:5][CH:6]=[CH:7][CH:8]=2)[N:3]=1. The yield is 0.480. (2) The reactants are Cl[CH2:2][C:3]1[O:4][C:5]2[CH:17]=[C:16]([O:18][CH2:19][C:20]3[N:21]=[C:22]([C:26]4[CH:31]=[CH:30][CH:29]=[CH:28][CH:27]=4)[O:23][C:24]=3[CH3:25])[CH:15]=[CH:14][C:6]=2[C:7]=1[C:8]1[CH:13]=[CH:12][CH:11]=[CH:10][CH:9]=1.[OH:32][C:33]1[C:37]([C:38]([O:40][CH2:41][CH3:42])=[O:39])=[CH:36][N:35]([C:43]2[CH:48]=[CH:47][CH:46]=[CH:45][CH:44]=2)[N:34]=1.C(=O)([O-])[O-].[K+].[K+].CN(C)C=O. The product is [CH3:25][C:24]1[O:23][C:22]([C:26]2[CH:31]=[CH:30][CH:29]=[CH:28][CH:27]=2)=[N:21][C:20]=1[CH2:19][O:18][C:16]1[CH:15]=[CH:14][C:6]2[C:7]([C:8]3[CH:13]=[CH:12][CH:11]=[CH:10][CH:9]=3)=[C:3]([CH2:2][O:32][C:33]3[C:37]([C:38]([O:40][CH2:41][CH3:42])=[O:39])=[CH:36][N:35]([C:43]4[CH:48]=[CH:47][CH:46]=[CH:45][CH:44]=4)[N:34]=3)[O:4][C:5]=2[CH:17]=1. The yield is 0.760. The catalyst is O. (3) The reactants are [NH:1]1[CH2:6][CH2:5][O:4][CH2:3][CH2:2]1.C(=O)([O-])[O-].[Na+].[Na+].Cl[C:14]1[N:19]=[C:18]([CH3:20])[N:17]=[C:16]([O:21][C:22]2[CH:48]=[CH:47][CH:46]=[CH:45][C:23]=2[CH2:24][NH:25][C:26]([NH:28][C:29]2[N:33]([C:34]3[CH:39]=[CH:38][C:37]([CH3:40])=[CH:36][CH:35]=3)[N:32]=[C:31]([C:41]([CH3:44])([CH3:43])[CH3:42])[CH:30]=2)=[O:27])[CH:15]=1. The catalyst is C(O)C. The product is [CH3:20][C:18]1[N:17]=[C:16]([O:21][C:22]2[CH:48]=[CH:47][CH:46]=[CH:45][C:23]=2[CH2:24][NH:25][C:26]([NH:28][C:29]2[N:33]([C:34]3[CH:35]=[CH:36][C:37]([CH3:40])=[CH:38][CH:39]=3)[N:32]=[C:31]([C:41]([CH3:44])([CH3:43])[CH3:42])[CH:30]=2)=[O:27])[CH:15]=[C:14]([N:1]2[CH2:6][CH2:5][O:4][CH2:3][CH2:2]2)[N:19]=1. The yield is 0.640. (4) The reactants are [C:1]([O:5][C:6]([C:8]1[S:9][C:10](Br)=[CH:11][C:12]=1[NH:13][S:14]([C:17]1[C:18]([CH3:23])=[CH:19][CH:20]=[CH:21][CH:22]=1)(=[O:16])=[O:15])=[O:7])([CH3:4])([CH3:3])[CH3:2].[S:25]1[C:29]2[CH:30]=[CH:31][CH:32]=[CH:33][C:28]=2[CH:27]=[C:26]1B(O)O.C1(C)C(S(NC2C=C(C3C=CC(C)=CC=3)SC=2C(O)=O)(=O)=O)=CC=CC=1. The product is [C:1]([O:5][C:6]([C:8]1[S:9][C:10]([C:26]2[S:25][C:29]3[CH:30]=[CH:31][CH:32]=[CH:33][C:28]=3[CH:27]=2)=[CH:11][C:12]=1[NH:13][S:14]([C:17]1[C:18]([CH3:23])=[CH:19][CH:20]=[CH:21][CH:22]=1)(=[O:16])=[O:15])=[O:7])([CH3:4])([CH3:3])[CH3:2]. The catalyst is C1C=CC([P]([Pd]([P](C2C=CC=CC=2)(C2C=CC=CC=2)C2C=CC=CC=2)([P](C2C=CC=CC=2)(C2C=CC=CC=2)C2C=CC=CC=2)[P](C2C=CC=CC=2)(C2C=CC=CC=2)C2C=CC=CC=2)(C2C=CC=CC=2)C2C=CC=CC=2)=CC=1. The yield is 0.550.